This data is from Full USPTO retrosynthesis dataset with 1.9M reactions from patents (1976-2016). The task is: Predict the reactants needed to synthesize the given product. (1) Given the product [C:1]([O:4][C:5]([CH3:15])([CH2:8][CH2:9][CH:10]([CH3:14])[CH:11]([CH3:12])[CH3:13])[CH:6]=[CH2:7])(=[O:3])[CH3:2], predict the reactants needed to synthesize it. The reactants are: [C:1]([O:4][C:5]([CH3:15])([CH2:8][CH2:9][CH:10]([CH3:14])[CH:11]([CH3:13])[CH3:12])[C:6]#[CH:7])(=[O:3])[CH3:2].C(SCCO)CSCCO.[H][H]. (2) Given the product [Cl:1][C:2]1[CH:7]=[CH:6][C:5]([NH:8][C:9](=[O:11])[CH3:10])=[CH:4][C:3]=1[O:12][CH2:21][CH2:22][N:23]1[CH2:28][CH2:27][O:26][CH2:25][CH2:24]1, predict the reactants needed to synthesize it. The reactants are: [Cl:1][C:2]1[CH:7]=[CH:6][C:5]([NH:8][C:9](=[O:11])[CH3:10])=[CH:4][C:3]=1[OH:12].C(=O)([O-])[O-].[Cs+].[Cs+].Cl.Cl[CH2:21][CH2:22][N:23]1[CH2:28][CH2:27][O:26][CH2:25][CH2:24]1. (3) Given the product [C:1]([C:3]1[CH:19]=[CH:18][C:6]([O:7][C:8]2[CH:9]=[C:10]([CH:15]=[CH:16][CH:17]=2)[C:11]([OH:13])=[O:12])=[CH:5][CH:4]=1)#[N:2], predict the reactants needed to synthesize it. The reactants are: [C:1]([C:3]1[CH:19]=[CH:18][C:6]([O:7][C:8]2[CH:9]=[C:10]([CH:15]=[CH:16][CH:17]=2)[C:11]([O:13]C)=[O:12])=[CH:5][CH:4]=1)#[N:2].CO.[OH-].[Na+]. (4) The reactants are: [F:1][C:2]1[CH:7]=[CH:6][C:5]([C:8]([OH:19])=[C:9]([C:14](=[O:18])[CH:15]([CH3:17])[CH3:16])[C:10]([O:12][CH3:13])=[O:11])=[CH:4][CH:3]=1.[C:20](=O)([O-])[O-].[Na+].[Na+].S([O-])(OC)(=O)=O. Given the product [F:1][C:2]1[CH:7]=[CH:6][C:5]([C:8]([C:9](=[C:14]([O:18][CH3:20])[CH:15]([CH3:17])[CH3:16])[C:10]([O:12][CH3:13])=[O:11])=[O:19])=[CH:4][CH:3]=1, predict the reactants needed to synthesize it. (5) Given the product [N+:1]([C:4]1[C:5]([C:9]([NH2:14])=[O:11])=[N:6][NH:7][CH:8]=1)([O-:3])=[O:2], predict the reactants needed to synthesize it. The reactants are: [N+:1]([C:4]1[C:5]([C:9]([O:11]CC)=O)=[N:6][NH:7][CH:8]=1)([O-:3])=[O:2].[NH3:14].